This data is from Full USPTO retrosynthesis dataset with 1.9M reactions from patents (1976-2016). The task is: Predict the reactants needed to synthesize the given product. (1) Given the product [CH3:23][N:24]([C:28]1[CH:33]=[CH:32][CH:31]=[CH:30][CH:29]=1)[C:25](=[O:26])[O:14][C:11]1[CH:12]=[CH:13][N:8]([CH2:1][C:2]2[CH:3]=[CH:4][CH:5]=[CH:6][CH:7]=2)[C:9](=[O:15])[CH:10]=1, predict the reactants needed to synthesize it. The reactants are: [CH2:1]([N:8]1[CH:13]=[CH:12][C:11]([OH:14])=[CH:10][C:9]1=[O:15])[C:2]1[CH:7]=[CH:6][CH:5]=[CH:4][CH:3]=1.C(N(CC)CC)C.[CH3:23][N:24]([C:28]1[CH:33]=[CH:32][CH:31]=[CH:30][CH:29]=1)[C:25](Cl)=[O:26].CO. (2) Given the product [C:1]([O:5][C:6]([NH:8][C@H:9]1[CH2:14][CH2:13][C@H:12]([N:15]([CH2:34][CH3:35])[C:16]2[C:17]([CH3:33])=[C:18]([C:29]([O:31][CH3:32])=[O:30])[CH:19]=[C:20]([C:22]3[CH:23]=[CH:24][C:25]([O:28][CH2:43][CH2:44][O:45][CH3:46])=[CH:26][CH:27]=3)[CH:21]=2)[CH2:11][CH2:10]1)=[O:7])([CH3:4])([CH3:3])[CH3:2], predict the reactants needed to synthesize it. The reactants are: [C:1]([O:5][C:6]([NH:8][C@H:9]1[CH2:14][CH2:13][C@H:12]([N:15]([CH2:34][CH3:35])[C:16]2[C:17]([CH3:33])=[C:18]([C:29]([O:31][CH3:32])=[O:30])[CH:19]=[C:20]([C:22]3[CH:27]=[CH:26][C:25]([OH:28])=[CH:24][CH:23]=3)[CH:21]=2)[CH2:11][CH2:10]1)=[O:7])([CH3:4])([CH3:3])[CH3:2].C(=O)([O-])[O-].[Cs+].[Cs+].Br[CH2:43][CH2:44][O:45][CH3:46]. (3) Given the product [C:12]1([C@H:10]([N:8]2[CH2:9][C@@H:5]3[CH2:4][NH:3][C:2](=[O:1])[C@@H:6]3[CH2:7]2)[CH3:11])[CH:17]=[CH:16][CH:15]=[CH:14][CH:13]=1, predict the reactants needed to synthesize it. The reactants are: [O:1]=[C:2]1[C@@H:6]2[CH2:7][N:8]([C@@H:10]([C:12]3[CH:17]=[CH:16][CH:15]=[CH:14][CH:13]=3)[CH3:11])[CH2:9][C@@H:5]2[CH2:4][N:3]1C(OC(C)(C)C)=O.FC(F)(F)C(O)=O. (4) Given the product [C:1]12([C:11]([O:13][CH:14]([C:23]3[CH:28]=[CH:27][CH:26]=[CH:25][CH:24]=3)[C:15]([F:16])([F:17])[C:18]([O-:20])=[O:19])=[O:12])[CH2:8][CH:7]3[CH2:9][CH:3]([CH2:4][CH:5]([CH2:6]3)[CH2:10]1)[CH2:2]2.[Na+:36], predict the reactants needed to synthesize it. The reactants are: [C:1]12([C:11]([O:13][CH:14]([C:23]3[CH:28]=[CH:27][CH:26]=[CH:25][CH:24]=3)[C:15]([C:18]([O:20]CC)=[O:19])([F:17])[F:16])=[O:12])[CH2:10][CH:5]3[CH2:6][CH:7]([CH2:9][CH:3]([CH2:4]3)[CH2:2]1)[CH2:8]2.O1CCOCC1.[OH-].[Na+:36]. (5) Given the product [Br:30][C:29]1[CH:28]=[CH:27][C:26]([Cl:31])=[N+:25]([O-:5])[C:24]=1[C:22]([OH:21])=[O:23], predict the reactants needed to synthesize it. The reactants are: OO.NC(N)=[O:5].FC(F)(F)C(OC(=O)C(F)(F)F)=O.C[O:21][C:22]([C:24]1[C:29]([Br:30])=[CH:28][CH:27]=[C:26]([Cl:31])[N:25]=1)=[O:23]. (6) Given the product [CH2:20]([O:26][C:17]1[CH:18]=[C:19]([CH:20]([OH:26])[CH2:21][NH:39][C:36]([CH3:37])([CH3:38])[CH2:35][C:30]2[CH:31]=[C:32]([CH3:34])[CH:33]=[C:28]([CH3:27])[CH:29]=2)[C:11]2[O:10][CH2:9][C:14](=[O:15])[NH:13][C:12]=2[CH:16]=1)[C:19]1[CH:11]=[CH:12][CH:16]=[CH:17][CH:18]=1, predict the reactants needed to synthesize it. The reactants are: C(O[CH:9]1[C:14](=[O:15])[NH:13][C:12]2[CH:16]=[CH:17][CH:18]=[C:19]([C:20](=[O:26])[CH:21](OCC)O)[C:11]=2[O:10]1)C1C=CC=CC=1.[CH3:27][C:28]1[CH:29]=[C:30]([CH2:35][C:36]([NH2:39])([CH3:38])[CH3:37])[CH:31]=[C:32]([CH3:34])[CH:33]=1.Cl.